From a dataset of NCI-60 drug combinations with 297,098 pairs across 59 cell lines. Regression. Given two drug SMILES strings and cell line genomic features, predict the synergy score measuring deviation from expected non-interaction effect. (1) Drug 2: C1CNP(=O)(OC1)N(CCCl)CCCl. Cell line: HL-60(TB). Drug 1: COC1=NC(=NC2=C1N=CN2C3C(C(C(O3)CO)O)O)N. Synergy scores: CSS=12.3, Synergy_ZIP=-1.42, Synergy_Bliss=3.09, Synergy_Loewe=-7.70, Synergy_HSA=-0.307. (2) Drug 1: CC1C(C(CC(O1)OC2CC(CC3=C2C(=C4C(=C3O)C(=O)C5=C(C4=O)C(=CC=C5)OC)O)(C(=O)C)O)N)O.Cl. Drug 2: C1CNP(=O)(OC1)N(CCCl)CCCl. Cell line: NCI-H522. Synergy scores: CSS=20.7, Synergy_ZIP=0.732, Synergy_Bliss=4.36, Synergy_Loewe=-16.5, Synergy_HSA=4.02. (3) Drug 1: C1=CN(C(=O)N=C1N)C2C(C(C(O2)CO)O)O.Cl. Drug 2: CCC1(CC2CC(C3=C(CCN(C2)C1)C4=CC=CC=C4N3)(C5=C(C=C6C(=C5)C78CCN9C7C(C=CC9)(C(C(C8N6C)(C(=O)OC)O)OC(=O)C)CC)OC)C(=O)OC)O.OS(=O)(=O)O. Cell line: SF-295. Synergy scores: CSS=9.95, Synergy_ZIP=-2.78, Synergy_Bliss=-0.341, Synergy_Loewe=-6.35, Synergy_HSA=-2.50. (4) Drug 1: COC1=CC(=CC(=C1O)OC)C2C3C(COC3=O)C(C4=CC5=C(C=C24)OCO5)OC6C(C(C7C(O6)COC(O7)C8=CC=CS8)O)O. Drug 2: N.N.Cl[Pt+2]Cl. Cell line: U251. Synergy scores: CSS=22.6, Synergy_ZIP=-4.02, Synergy_Bliss=-4.13, Synergy_Loewe=-24.7, Synergy_HSA=-3.32. (5) Drug 1: C1=C(C(=O)NC(=O)N1)F. Drug 2: CC(C)NC(=O)C1=CC=C(C=C1)CNNC.Cl. Cell line: A549. Synergy scores: CSS=39.8, Synergy_ZIP=2.28, Synergy_Bliss=-2.09, Synergy_Loewe=-13.3, Synergy_HSA=-3.90. (6) Drug 1: CCCS(=O)(=O)NC1=C(C(=C(C=C1)F)C(=O)C2=CNC3=C2C=C(C=N3)C4=CC=C(C=C4)Cl)F. Drug 2: CC(C)CN1C=NC2=C1C3=CC=CC=C3N=C2N. Cell line: ACHN. Synergy scores: CSS=1.79, Synergy_ZIP=-2.81, Synergy_Bliss=-2.20, Synergy_Loewe=-3.26, Synergy_HSA=-3.20. (7) Drug 1: C1=C(C(=O)NC(=O)N1)F. Drug 2: C(=O)(N)NO. Cell line: T-47D. Synergy scores: CSS=31.2, Synergy_ZIP=0.349, Synergy_Bliss=-1.45, Synergy_Loewe=-16.5, Synergy_HSA=-2.34.